From a dataset of NCI-60 drug combinations with 297,098 pairs across 59 cell lines. Regression. Given two drug SMILES strings and cell line genomic features, predict the synergy score measuring deviation from expected non-interaction effect. (1) Drug 1: C1=CC(=CC=C1CCC2=CNC3=C2C(=O)NC(=N3)N)C(=O)NC(CCC(=O)O)C(=O)O. Drug 2: CC1C(C(=O)NC(C(=O)N2CCCC2C(=O)N(CC(=O)N(C(C(=O)O1)C(C)C)C)C)C(C)C)NC(=O)C3=C4C(=C(C=C3)C)OC5=C(C(=O)C(=C(C5=N4)C(=O)NC6C(OC(=O)C(N(C(=O)CN(C(=O)C7CCCN7C(=O)C(NC6=O)C(C)C)C)C)C(C)C)C)N)C. Cell line: SK-MEL-5. Synergy scores: CSS=11.2, Synergy_ZIP=0.643, Synergy_Bliss=6.47, Synergy_Loewe=6.66, Synergy_HSA=6.29. (2) Drug 1: CC12CCC(CC1=CCC3C2CCC4(C3CC=C4C5=CN=CC=C5)C)O. Drug 2: C1=NC2=C(N=C(N=C2N1C3C(C(C(O3)CO)O)O)F)N. Cell line: LOX IMVI. Synergy scores: CSS=54.8, Synergy_ZIP=29.5, Synergy_Bliss=31.2, Synergy_Loewe=14.3, Synergy_HSA=28.6. (3) Cell line: HOP-62. Drug 2: COCCOC1=C(C=C2C(=C1)C(=NC=N2)NC3=CC=CC(=C3)C#C)OCCOC.Cl. Drug 1: CC1C(C(CC(O1)OC2CC(OC(C2O)C)OC3=CC4=CC5=C(C(=O)C(C(C5)C(C(=O)C(C(C)O)O)OC)OC6CC(C(C(O6)C)O)OC7CC(C(C(O7)C)O)OC8CC(C(C(O8)C)O)(C)O)C(=C4C(=C3C)O)O)O)O. Synergy scores: CSS=15.4, Synergy_ZIP=-4.09, Synergy_Bliss=-1.39, Synergy_Loewe=-4.79, Synergy_HSA=-3.52. (4) Drug 1: CCC1(CC2CC(C3=C(CCN(C2)C1)C4=CC=CC=C4N3)(C5=C(C=C6C(=C5)C78CCN9C7C(C=CC9)(C(C(C8N6C=O)(C(=O)OC)O)OC(=O)C)CC)OC)C(=O)OC)O.OS(=O)(=O)O. Drug 2: CC12CCC3C(C1CCC2O)C(CC4=C3C=CC(=C4)O)CCCCCCCCCS(=O)CCCC(C(F)(F)F)(F)F. Cell line: UACC62. Synergy scores: CSS=24.7, Synergy_ZIP=3.82, Synergy_Bliss=5.39, Synergy_Loewe=-21.3, Synergy_HSA=3.23. (5) Drug 1: CCN(CC)CCNC(=O)C1=C(NC(=C1C)C=C2C3=C(C=CC(=C3)F)NC2=O)C. Drug 2: C1=NC2=C(N1)C(=S)N=CN2. Cell line: SNB-75. Synergy scores: CSS=20.2, Synergy_ZIP=-5.78, Synergy_Bliss=1.65, Synergy_Loewe=-9.20, Synergy_HSA=-1.76. (6) Drug 1: CCCS(=O)(=O)NC1=C(C(=C(C=C1)F)C(=O)C2=CNC3=C2C=C(C=N3)C4=CC=C(C=C4)Cl)F. Drug 2: CCCCC(=O)OCC(=O)C1(CC(C2=C(C1)C(=C3C(=C2O)C(=O)C4=C(C3=O)C=CC=C4OC)O)OC5CC(C(C(O5)C)O)NC(=O)C(F)(F)F)O. Cell line: LOX IMVI. Synergy scores: CSS=33.4, Synergy_ZIP=2.04, Synergy_Bliss=1.30, Synergy_Loewe=3.75, Synergy_HSA=4.96.